Dataset: Catalyst prediction with 721,799 reactions and 888 catalyst types from USPTO. Task: Predict which catalyst facilitates the given reaction. (1) Reactant: [Cl:1][C:2]1[CH:34]=[CH:33][C:5]2[N:6]([C:22]3[CH:32]=[CH:31][C:25]([C:26]([O:28]CC)=[O:27])=[CH:24][CH:23]=3)[C:7]([CH2:9][N:10]3[C:14]4=[CH:15][N:16]=[CH:17][CH:18]=[C:13]4[C:12]4([CH2:20][CH2:19]4)[C:11]3=[O:21])=[N:8][C:4]=2[CH:3]=1.[OH-].[Li+]. Product: [Cl:1][C:2]1[CH:34]=[CH:33][C:5]2[N:6]([C:22]3[CH:32]=[CH:31][C:25]([C:26]([OH:28])=[O:27])=[CH:24][CH:23]=3)[C:7]([CH2:9][N:10]3[C:14]4=[CH:15][N:16]=[CH:17][CH:18]=[C:13]4[C:12]4([CH2:20][CH2:19]4)[C:11]3=[O:21])=[N:8][C:4]=2[CH:3]=1. The catalyst class is: 7. (2) Reactant: [Cl:1][C:2]1[C:3]([N:13]2[CH2:16][CH:15](C(O)=O)[CH2:14]2)=[N:4][CH:5]=[C:6]([C:8]([O:10][CH2:11][CH3:12])=[O:9])[CH:7]=1.CCN=C=NCCC[N:28]([CH3:30])C.C1C=CC2N([OH:40])N=NC=2C=1.Cl[C:42]1S[C:45]([S:47]([NH2:50])(=[O:49])=[O:48])=[CH:44][CH:43]=1.CCN([CH:57]([CH3:59])C)C(C)C. Product: [Cl:1][C:2]1[C:3]([N:13]2[CH2:14][CH:15]([NH:28][C:30]([NH:50][S:47]([C:45]3[CH:59]=[CH:57][CH:42]=[CH:43][CH:44]=3)(=[O:49])=[O:48])=[O:40])[CH2:16]2)=[N:4][CH:5]=[C:6]([CH:7]=1)[C:8]([O:10][CH2:11][CH3:12])=[O:9]. The catalyst class is: 585. (3) Reactant: [CH2:1]([N:3]([C:10]1[CH:11]=[N:12][O:13][C:14]=1[CH3:15])[C:4](=[O:9])[C:5]([F:8])([F:7])[F:6])[CH3:2]. Product: [NH2:12]/[CH:11]=[C:10](\[N:3]([CH2:1][CH3:2])[C:4](=[O:9])[C:5]([F:7])([F:8])[F:6])/[C:14](=[O:13])[CH3:15]. The catalyst class is: 45. (4) Reactant: [NH2:1][C:2]1[C:3]([Cl:23])=[C:4]2[C:8](=[CH:9][C:10]=1[N+:11]([O-])=O)[C:7](=[O:14])[N:6]([CH:15]1[CH2:20][CH2:19][N:18]([CH3:21])[CH2:17][CH2:16]1)[C:5]2=[O:22].CC(O)C.Cl.CO. Product: [NH2:1][C:2]1[C:3]([Cl:23])=[C:4]2[C:8](=[CH:9][C:10]=1[NH2:11])[C:7](=[O:14])[N:6]([CH:15]1[CH2:16][CH2:17][N:18]([CH3:21])[CH2:19][CH2:20]1)[C:5]2=[O:22]. The catalyst class is: 505. (5) Reactant: [N:1]1([C:12]([O:14][C:15]([CH3:18])([CH3:17])[CH3:16])=[O:13])[CH2:6][CH2:5][CH2:4][CH:3]([C:7]([O:9][CH2:10][CH3:11])=[O:8])[CH2:2]1.C[Si]([N-][Si](C)(C)C)(C)C.[Li+].Cl[S:30][C:31]([O:33][CH3:34])=[O:32]. Product: [CH3:34][O:33][C:31]([S:30][C:3]1([C:7]([O:9][CH2:10][CH3:11])=[O:8])[CH2:4][CH2:5][CH2:6][N:1]([C:12]([O:14][C:15]([CH3:17])([CH3:16])[CH3:18])=[O:13])[CH2:2]1)=[O:32]. The catalyst class is: 56. (6) Reactant: [Cl:1][C:2]1[CH:3]=[C:4]([C:9]2[CH2:13][CH2:12][C:11](=[O:14])[CH:10]=2)[CH:5]=[CH:6][C:7]=1[Cl:8].[BH4-].[Na+]. Product: [Cl:1][C:2]1[CH:3]=[C:4]([C:9]2[CH2:13][CH2:12][CH:11]([OH:14])[CH:10]=2)[CH:5]=[CH:6][C:7]=1[Cl:8]. The catalyst class is: 5.